Dataset: Full USPTO retrosynthesis dataset with 1.9M reactions from patents (1976-2016). Task: Predict the reactants needed to synthesize the given product. (1) Given the product [C:7]([NH:11][C:12]1[N:3]2[NH:4][CH:5]=[N:6][C:2]2=[N:1][C:13]=1[C:14]1[O:18][CH:17]=[CH:16][CH:15]=1)([CH3:10])([CH3:9])[CH3:8], predict the reactants needed to synthesize it. The reactants are: [NH2:1][C:2]1[N:6]=[CH:5][NH:4][N:3]=1.[C:7]([N+:11]#[C-:12])([CH3:10])([CH3:9])[CH3:8].[CH:13](=O)[C:14]1[O:18][CH:17]=[CH:16][CH:15]=1. (2) Given the product [CH3:3][C:4]([C:22]1[CH:27]=[CH:26][C:25]([C:28]2[N:33]=[N:32][C:31]([CH2:34][OH:35])=[CH:30][CH:29]=2)=[CH:24][CH:23]=1)([C:8]1[CH:13]=[CH:12][C:11]([O:14][CH2:15][C:16]2[CH:21]=[CH:20][CH:19]=[CH:18][N:17]=2)=[CH:10][N:9]=1)[CH:5]([CH3:7])[CH3:6], predict the reactants needed to synthesize it. The reactants are: [BH4-].[Na+].[CH3:3][C:4]([C:22]1[CH:27]=[CH:26][C:25]([C:28]2[N:33]=[N:32][C:31]([C:34](OC)=[O:35])=[CH:30][CH:29]=2)=[CH:24][CH:23]=1)([C:8]1[CH:13]=[CH:12][C:11]([O:14][CH2:15][C:16]2[CH:21]=[CH:20][CH:19]=[CH:18][N:17]=2)=[CH:10][N:9]=1)[CH:5]([CH3:7])[CH3:6]. (3) Given the product [CH3:15][C:16]1[C:20]([CH2:21][O:22][C:23]2[CH:24]=[CH:25][C:26]([S:29]([NH:8][C:7]3[C:2]([CH3:1])=[N:3][C:4]([N:9]4[CH2:14][CH2:13][O:12][CH2:11][CH2:10]4)=[CH:5][CH:6]=3)(=[O:31])=[O:30])=[CH:27][CH:28]=2)=[C:19]([CH3:33])[O:18][N:17]=1, predict the reactants needed to synthesize it. The reactants are: [CH3:1][C:2]1[C:7]([NH2:8])=[CH:6][CH:5]=[C:4]([N:9]2[CH2:14][CH2:13][O:12][CH2:11][CH2:10]2)[N:3]=1.[CH3:15][C:16]1[C:20]([CH2:21][O:22][C:23]2[CH:28]=[CH:27][C:26]([S:29](Cl)(=[O:31])=[O:30])=[CH:25][CH:24]=2)=[C:19]([CH3:33])[O:18][N:17]=1.N1C=CC=CC=1. (4) Given the product [F:1][C:2]([F:17])([O:9][C:10]1[CH:15]=[CH:14][CH:13]=[CH:12][C:11]=1[NH:16][C:39]([C:37]1[C:36]([C:42]([F:45])([F:44])[F:43])=[N:35][N:34]([CH3:33])[CH:38]=1)=[O:40])[CH:3]([F:8])[C:4]([F:5])([F:6])[F:7], predict the reactants needed to synthesize it. The reactants are: [F:1][C:2]([F:17])([O:9][C:10]1[CH:15]=[CH:14][CH:13]=[CH:12][C:11]=1[NH2:16])[CH:3]([F:8])[C:4]([F:7])([F:6])[F:5].O=C1N(P(Cl)(N2CCOC2=O)=O)CCO1.[CH3:33][N:34]1[CH:38]=[C:37]([C:39](O)=[O:40])[C:36]([C:42]([F:45])([F:44])[F:43])=[N:35]1.C(N(CC)CC)C. (5) Given the product [CH2:12]([O:11][C:9]([C:8]1([C:5]2[CH:4]=[CH:3][C:2]([Br:1])=[CH:7][CH:6]=2)[CH2:17][CH2:16][CH2:15]1)=[O:10])[CH3:13], predict the reactants needed to synthesize it. The reactants are: [Br:1][C:2]1[CH:7]=[CH:6][C:5]([CH2:8][C:9]([O:11][CH2:12][CH3:13])=[O:10])=[CH:4][CH:3]=1.Br[CH2:15][CH2:16][CH2:17]Br. (6) Given the product [C:1]([O:5][C:6](=[O:27])[NH:7][C@@H:8]1[C@@H:13]([OH:14])[C@H:12]([CH2:15][C:16]2[CH:21]=[CH:20][C:19]([O:22][CH3:23])=[C:18]([Br:24])[CH:17]=2)[CH2:11][S:10](=[O:26])(=[O:25])[CH2:9]1)([CH3:4])([CH3:2])[CH3:3], predict the reactants needed to synthesize it. The reactants are: [C:1]([O:5][C:6](=[O:27])[NH:7][C@@H:8]1[C:13](=[O:14])[C@H:12]([CH2:15][C:16]2[CH:21]=[CH:20][C:19]([O:22][CH3:23])=[C:18]([Br:24])[CH:17]=2)[CH2:11][S:10](=[O:26])(=[O:25])[CH2:9]1)([CH3:4])([CH3:3])[CH3:2].[H-].[H-].[H-].[H-].[Li+].[Al+3]. (7) The reactants are: [CH2:1]1[O:17][C:16]2[CH:15]=[CH:14][C:5]([CH:6]=[N:7][CH2:8][CH:9]([O:12][CH3:13])[O:10][CH3:11])=[CH:4][C:3]=2[O:2]1.[BH4-].[Na+]. Given the product [CH2:1]1[O:17][C:16]2[CH:15]=[CH:14][C:5]([CH2:6][NH:7][CH2:8][CH:9]([O:12][CH3:13])[O:10][CH3:11])=[CH:4][C:3]=2[O:2]1, predict the reactants needed to synthesize it. (8) Given the product [C:23]([N:7]1[CH2:6][CH2:5][N:4]([C:8]2[CH:15]=[CH:14][C:11]([CH:12]=[O:13])=[CH:10][CH:9]=2)[CH2:3][CH:2]1[CH3:1])(=[O:25])[CH3:24], predict the reactants needed to synthesize it. The reactants are: [CH3:1][CH:2]1[NH:7][CH2:6][CH2:5][N:4]([C:8]2[CH:15]=[CH:14][C:11]([CH:12]=[O:13])=[CH:10][CH:9]=2)[CH2:3]1.CCN(CC)CC.[C:23](Cl)(=[O:25])[CH3:24]. (9) Given the product [NH2:1][C:2]1[NH:3][C:4](=[O:11])[C:5]([C:9]#[N:10])=[C:6]([S:12][CH2:13][CH2:14][C:15]2[CH:20]=[CH:19][CH:18]=[CH:17][N:16]=2)[N:7]=1, predict the reactants needed to synthesize it. The reactants are: [NH2:1][C:2]1[NH:3][C:4](=[O:11])[C:5]([C:9]#[N:10])=[C:6](Cl)[N:7]=1.[SH:12][CH2:13][CH2:14][C:15]1[CH:20]=[CH:19][CH:18]=[CH:17][N:16]=1.C1CCN2C(=NCCC2)CC1.